From a dataset of NCI-60 drug combinations with 297,098 pairs across 59 cell lines. Regression. Given two drug SMILES strings and cell line genomic features, predict the synergy score measuring deviation from expected non-interaction effect. (1) Drug 1: COC1=C(C=C2C(=C1)N=CN=C2NC3=CC(=C(C=C3)F)Cl)OCCCN4CCOCC4. Drug 2: C1=CC=C(C(=C1)C(C2=CC=C(C=C2)Cl)C(Cl)Cl)Cl. Cell line: MDA-MB-435. Synergy scores: CSS=12.4, Synergy_ZIP=2.02, Synergy_Bliss=6.02, Synergy_Loewe=1.89, Synergy_HSA=6.06. (2) Drug 1: CCCCC(=O)OCC(=O)C1(CC(C2=C(C1)C(=C3C(=C2O)C(=O)C4=C(C3=O)C=CC=C4OC)O)OC5CC(C(C(O5)C)O)NC(=O)C(F)(F)F)O. Drug 2: CN(C(=O)NC(C=O)C(C(C(CO)O)O)O)N=O. Cell line: HCT-15. Synergy scores: CSS=31.7, Synergy_ZIP=-2.10, Synergy_Bliss=-2.98, Synergy_Loewe=-44.8, Synergy_HSA=-3.21. (3) Drug 1: CCC1=C2CN3C(=CC4=C(C3=O)COC(=O)C4(CC)O)C2=NC5=C1C=C(C=C5)O. Drug 2: CS(=O)(=O)CCNCC1=CC=C(O1)C2=CC3=C(C=C2)N=CN=C3NC4=CC(=C(C=C4)OCC5=CC(=CC=C5)F)Cl. Cell line: K-562. Synergy scores: CSS=17.4, Synergy_ZIP=3.41, Synergy_Bliss=4.69, Synergy_Loewe=-31.7, Synergy_HSA=-0.766. (4) Drug 1: CC(CN1CC(=O)NC(=O)C1)N2CC(=O)NC(=O)C2. Drug 2: CC1C(C(CC(O1)OC2CC(CC3=C2C(=C4C(=C3O)C(=O)C5=C(C4=O)C(=CC=C5)OC)O)(C(=O)CO)O)N)O.Cl. Cell line: SW-620. Synergy scores: CSS=42.6, Synergy_ZIP=-6.34, Synergy_Bliss=-8.79, Synergy_Loewe=-5.39, Synergy_HSA=-3.48. (5) Drug 1: CC1=C2C(C(=O)C3(C(CC4C(C3C(C(C2(C)C)(CC1OC(=O)C(C(C5=CC=CC=C5)NC(=O)OC(C)(C)C)O)O)OC(=O)C6=CC=CC=C6)(CO4)OC(=O)C)OC)C)OC. Drug 2: C(CC(=O)O)C(=O)CN.Cl. Cell line: U251. Synergy scores: CSS=42.1, Synergy_ZIP=-0.271, Synergy_Bliss=-1.80, Synergy_Loewe=-18.9, Synergy_HSA=-0.920. (6) Drug 1: CN(C)N=NC1=C(NC=N1)C(=O)N. Drug 2: CC1=C(C(=CC=C1)Cl)NC(=O)C2=CN=C(S2)NC3=CC(=NC(=N3)C)N4CCN(CC4)CCO. Cell line: SN12C. Synergy scores: CSS=19.6, Synergy_ZIP=-3.83, Synergy_Bliss=-3.22, Synergy_Loewe=-10.6, Synergy_HSA=-2.01. (7) Drug 1: CC12CCC3C(C1CCC2=O)CC(=C)C4=CC(=O)C=CC34C. Drug 2: CC1CCC2CC(C(=CC=CC=CC(CC(C(=O)C(C(C(=CC(C(=O)CC(OC(=O)C3CCCCN3C(=O)C(=O)C1(O2)O)C(C)CC4CCC(C(C4)OC)OCCO)C)C)O)OC)C)C)C)OC. Cell line: SK-MEL-5. Synergy scores: CSS=50.8, Synergy_ZIP=7.37, Synergy_Bliss=8.07, Synergy_Loewe=4.31, Synergy_HSA=8.37.